The task is: Regression. Given two drug SMILES strings and cell line genomic features, predict the synergy score measuring deviation from expected non-interaction effect.. This data is from NCI-60 drug combinations with 297,098 pairs across 59 cell lines. (1) Drug 1: CCCS(=O)(=O)NC1=C(C(=C(C=C1)F)C(=O)C2=CNC3=C2C=C(C=N3)C4=CC=C(C=C4)Cl)F. Drug 2: C1CN(P(=O)(OC1)NCCCl)CCCl. Cell line: HS 578T. Synergy scores: CSS=20.2, Synergy_ZIP=6.35, Synergy_Bliss=14.1, Synergy_Loewe=7.35, Synergy_HSA=7.57. (2) Drug 1: C1CC(=O)NC(=O)C1N2CC3=C(C2=O)C=CC=C3N. Drug 2: CC1=C(N=C(N=C1N)C(CC(=O)N)NCC(C(=O)N)N)C(=O)NC(C(C2=CN=CN2)OC3C(C(C(C(O3)CO)O)O)OC4C(C(C(C(O4)CO)O)OC(=O)N)O)C(=O)NC(C)C(C(C)C(=O)NC(C(C)O)C(=O)NCCC5=NC(=CS5)C6=NC(=CS6)C(=O)NCCC[S+](C)C)O. Cell line: KM12. Synergy scores: CSS=10.4, Synergy_ZIP=-12.1, Synergy_Bliss=-15.7, Synergy_Loewe=-12.6, Synergy_HSA=-11.0. (3) Drug 1: C1CN1P(=S)(N2CC2)N3CC3. Drug 2: CNC(=O)C1=NC=CC(=C1)OC2=CC=C(C=C2)NC(=O)NC3=CC(=C(C=C3)Cl)C(F)(F)F. Cell line: A549. Synergy scores: CSS=18.6, Synergy_ZIP=-9.23, Synergy_Bliss=-0.730, Synergy_Loewe=-23.4, Synergy_HSA=-2.51. (4) Drug 2: COCCOC1=C(C=C2C(=C1)C(=NC=N2)NC3=CC=CC(=C3)C#C)OCCOC.Cl. Cell line: SW-620. Synergy scores: CSS=29.0, Synergy_ZIP=-9.23, Synergy_Bliss=-3.73, Synergy_Loewe=-5.79, Synergy_HSA=-5.34. Drug 1: CC(CN1CC(=O)NC(=O)C1)N2CC(=O)NC(=O)C2. (5) Drug 1: CCCS(=O)(=O)NC1=C(C(=C(C=C1)F)C(=O)C2=CNC3=C2C=C(C=N3)C4=CC=C(C=C4)Cl)F. Drug 2: C1CCC(C1)C(CC#N)N2C=C(C=N2)C3=C4C=CNC4=NC=N3. Cell line: SK-MEL-5. Synergy scores: CSS=22.9, Synergy_ZIP=11.4, Synergy_Bliss=8.52, Synergy_Loewe=-30.1, Synergy_HSA=-5.28.